The task is: Predict the product of the given reaction.. This data is from Forward reaction prediction with 1.9M reactions from USPTO patents (1976-2016). (1) Given the reactants [F:1][C:2]1[CH:3]=[C:4]2[CH:10]=[C:9](I)[N:8]([S:12]([C:15]3[CH:20]=[CH:19][C:18]([CH3:21])=[CH:17][CH:16]=3)(=[O:14])=[O:13])[C:5]2=[N:6][CH:7]=1.C(OC([N:29]1[C:37]2[C:32](=[CH:33][C:34]([O:40][CH3:41])=[C:35]([O:38][CH3:39])[CH:36]=2)[C:31](B(O)O)=[CH:30]1)=O)(C)(C)C.C(=O)([O-])O.[Na+], predict the reaction product. The product is: [CH3:41][O:40][C:34]1[CH:33]=[C:32]2[C:37](=[CH:36][C:35]=1[O:38][CH3:39])[NH:29][CH:30]=[C:31]2[C:9]1[N:8]([S:12]([C:15]2[CH:20]=[CH:19][C:18]([CH3:21])=[CH:17][CH:16]=2)(=[O:14])=[O:13])[C:5]2=[N:6][CH:7]=[C:2]([F:1])[CH:3]=[C:4]2[CH:10]=1. (2) Given the reactants [BrH:1].[Cl:2][C:3]1[CH:8]=[CH:7][C:6]([N:9]2[CH:13]=[C:12]([C:14](=[O:16])[CH3:15])[N:11]=[C:10]2[C:17]2[CH:22]=[CH:21][C:20]([Cl:23])=[CH:19][C:18]=2[Cl:24])=[CH:5][CH:4]=1.BrBr.C(=O)(O)[O-].[Na+], predict the reaction product. The product is: [Br:1][CH2:15][C:14]([C:12]1[N:11]=[C:10]([C:17]2[CH:22]=[CH:21][C:20]([Cl:23])=[CH:19][C:18]=2[Cl:24])[N:9]([C:6]2[CH:7]=[CH:8][C:3]([Cl:2])=[CH:4][CH:5]=2)[CH:13]=1)=[O:16]. (3) Given the reactants [N+:1]([C:4]1[CH:5]=[C:6]2[C:10](=[CH:11][CH:12]=1)[N:9]([CH2:13][C:14]([OH:16])=O)[CH:8]=[CH:7]2)([O-:3])=[O:2].[CH2:17]([O:19][C:20](=[O:30])[C@H:21]([CH2:23][C:24]1[CH:29]=[CH:28][CH:27]=[CH:26][CH:25]=1)[NH2:22])[CH3:18], predict the reaction product. The product is: [N+:1]([C:4]1[CH:5]=[C:6]2[C:10](=[CH:11][CH:12]=1)[N:9]([CH2:13][C:14]([NH:22][C@H:21]([C:20]([O:19][CH2:17][CH3:18])=[O:30])[CH2:23][C:24]1[CH:29]=[CH:28][CH:27]=[CH:26][CH:25]=1)=[O:16])[CH:8]=[CH:7]2)([O-:3])=[O:2]. (4) The product is: [CH:10]1([C:8]([C:5]2[CH:6]=[CH:7][C:2]([C:19]3[CH:20]=[CH:21][C:16]([C:13]([N:34]4[CH2:35][CH2:36][CH2:37][C@H:33]4[CH2:32][N:28]4[CH2:29][CH2:30][CH2:31][C@H:27]4[CH3:26])=[O:15])=[C:17]([F:25])[CH:18]=3)=[CH:3][CH:4]=2)=[O:9])[CH2:12][CH2:11]1. Given the reactants Br[C:2]1[CH:7]=[CH:6][C:5]([C:8]([CH:10]2[CH2:12][CH2:11]2)=[O:9])=[CH:4][CH:3]=1.[C:13]([C:16]1[CH:21]=[CH:20][C:19](B(O)O)=[CH:18][C:17]=1[F:25])([OH:15])=O.[CH3:26][C@@H:27]1[CH2:31][CH2:30][CH2:29][N:28]1[CH2:32][C@@H:33]1[CH2:37][CH2:36][CH2:35][NH:34]1, predict the reaction product. (5) Given the reactants [Cl:1][C:2]1[CH:10]=[CH:9][C:5]([C:6]([OH:8])=O)=[CH:4][N:3]=1.[NH2:11][C:12]([CH3:17])([CH2:15]O)[CH2:13][OH:14], predict the reaction product. The product is: [Cl:1][C:2]1[N:3]=[CH:4][C:5]([C:6]2[O:8][CH2:15][C:12]([CH2:13][OH:14])([CH3:17])[N:11]=2)=[CH:9][CH:10]=1. (6) The product is: [F:1][C:2]1[CH:7]=[C:6]([CH:8]([CH3:12])[CH2:9][C:10]([NH2:11])=[O:19])[CH:5]=[CH:4][C:3]=1[C:13]1[CH:14]=[CH:15][CH:16]=[CH:17][CH:18]=1. Given the reactants [F:1][C:2]1[CH:7]=[C:6]([CH:8]([CH3:12])[CH2:9][C:10]#[N:11])[CH:5]=[CH:4][C:3]=1[C:13]1[CH:18]=[CH:17][CH:16]=[CH:15][CH:14]=1.[OH-:19].[K+], predict the reaction product.